From a dataset of Experimentally validated miRNA-target interactions with 360,000+ pairs, plus equal number of negative samples. Binary Classification. Given a miRNA mature sequence and a target amino acid sequence, predict their likelihood of interaction. The miRNA is hsa-miR-4273 with sequence GUGUUCUCUGAUGGACAG. The protein sequence of the target gene is MQRPEAWPRPHPGEGAAAAQAGGPAPPARAGEPSGLRLQEPSLYTIKAVFILDNDGRRLLAKYYDDTFPSMKEQMVFEKNVFNKTSRTESEIAFFGGMTIVYKNSIDLFLYVVGSSYENELMLMSVLTCLFESLNHMLRKNVEKRWLLENMDGAFLVLDEIVDGGVILESDPQQVIQKVNFRADDGGLTEQSVAQVLQSAKEQIKWSLLK. Result: 0 (no interaction).